From a dataset of Catalyst prediction with 721,799 reactions and 888 catalyst types from USPTO. Predict which catalyst facilitates the given reaction. (1) Reactant: [F:1][C:2]1[CH:7]=[CH:6][N:5]=[C:4]([C:8]#[N:9])[CH:3]=1.B.C1COCC1.Cl. Product: [F:1][C:2]1[CH:7]=[CH:6][N:5]=[C:4]([CH2:8][NH2:9])[CH:3]=1. The catalyst class is: 1. (2) Reactant: [CH2:1]([O:8][CH2:9][C:10]1([CH2:14][C:15](=[S:17])[NH2:16])[CH2:13][CH2:12][CH2:11]1)[C:2]1[CH:7]=[CH:6][CH:5]=[CH:4][CH:3]=1.[CH2:18](Br)[C:19]([C:21]1[CH:26]=[CH:25][CH:24]=[CH:23][CH:22]=1)=O. Product: [CH2:1]([O:8][CH2:9][C:10]1([CH2:14][C:15]2[S:17][CH:18]=[C:19]([C:21]3[CH:26]=[CH:25][CH:24]=[CH:23][CH:22]=3)[N:16]=2)[CH2:13][CH2:12][CH2:11]1)[C:2]1[CH:7]=[CH:6][CH:5]=[CH:4][CH:3]=1. The catalyst class is: 10. (3) Reactant: [NH2:1][CH2:2][C:3]1[CH:4]=[C:5]2[C:9](=[CH:10][CH:11]=1)[N:8]([C:12]1[CH:17]=[CH:16][CH:15]=[C:14]([Br:18])[CH:13]=1)[N:7]=[C:6]2[C:19]([O:21][CH3:22])=[O:20].[C:23](OC(=O)C)(=[O:25])[CH3:24].C(N(CC)CC)C. Product: [Br:18][C:14]1[CH:13]=[C:12]([N:8]2[C:9]3[C:5](=[CH:4][C:3]([CH2:2][NH:1][C:23](=[O:25])[CH3:24])=[CH:11][CH:10]=3)[C:6]([C:19]([O:21][CH3:22])=[O:20])=[N:7]2)[CH:17]=[CH:16][CH:15]=1. The catalyst class is: 4. (4) Reactant: [OH:1][CH2:2][C@@H:3]1[CH2:8][CH:7]2[CH:5]([CH2:6]2)[N:4]1[C:9]([O:11][C:12]([CH3:15])([CH3:14])[CH3:13])=[O:10].C(Cl)(Cl)(Cl)Cl.[OH2:21]. Product: [C:12]([O:11][C:9]([N:4]1[C@H:3]([C:2]([OH:21])=[O:1])[CH2:8][CH:7]2[CH:5]1[CH2:6]2)=[O:10])([CH3:15])([CH3:14])[CH3:13]. The catalyst class is: 23. (5) Reactant: [Br:1][C:2]1[CH:3]=[C:4]([C@:9]([OH:22])([CH2:12][CH2:13][O:14][Si:15]([C:18]([CH3:21])([CH3:20])[CH3:19])([CH3:17])[CH3:16])[CH2:10][OH:11])[CH:5]=[CH:6][C:7]=1[F:8].[CH3:23][S:24](Cl)(=[O:26])=[O:25].C(N(CC)CC)C.O. Product: [CH3:23][S:24]([O:11][CH2:10][C@@:9]([C:4]1[CH:5]=[CH:6][C:7]([F:8])=[C:2]([Br:1])[CH:3]=1)([OH:22])[CH2:12][CH2:13][O:14][Si:15]([C:18]([CH3:19])([CH3:21])[CH3:20])([CH3:16])[CH3:17])(=[O:26])=[O:25]. The catalyst class is: 124. (6) Reactant: [Br-].[C:2]([CH2:5][CH2:6][CH2:7][CH2:8][P+](C1C=CC=CC=1)(C1C=CC=CC=1)C1C=CC=CC=1)([OH:4])=[O:3].C[C:29]([CH3:32])([O-:31])[CH3:30].[K+].[S:34]1[C:38]([C@H:39]([O:52][Si:53]([C:66]([CH3:69])([CH3:68])[CH3:67])([C:60]2[CH:65]=[CH:64][CH:63]=[CH:62][CH:61]=2)[C:54]2[CH:59]=[CH:58][CH:57]=[CH:56][CH:55]=2)/[CH:40]=[CH:41]/[C@@H:42]2[C@@H]3[C@@H](OC(O)C3)C[C@H:43]2[OH:51])=[CH:37][C:36]2[CH:70]=[CH:71][CH:72]=[CH:73][C:35]1=2.OS([O-])(=O)=O.[K+].[CH2:80]1COC[CH2:81]1. Product: [S:34]1[C:38]([C@H:39]([O:52][Si:53]([C:66]([CH3:69])([CH3:67])[CH3:68])([C:60]2[CH:65]=[CH:64][CH:63]=[CH:62][CH:61]=2)[C:54]2[CH:59]=[CH:58][CH:57]=[CH:56][CH:55]=2)/[CH:40]=[CH:41]/[C@H:42]2[C@H:43]([OH:51])[CH2:32][C@H:29]([OH:31])[C@@H:30]2[CH2:80]/[CH:81]=[CH:8]\[CH2:7][CH2:6][CH2:5][C:2]([OH:4])=[O:3])=[CH:37][C:73]2[CH:72]=[CH:71][CH:70]=[CH:36][C:35]1=2. The catalyst class is: 170. (7) Reactant: [BH4-].[Na+].[Br:3][C:4]1[CH:9]=[CH:8][C:7]([NH:10][C:11]2[C:12](=[CH:16][CH:17]=[CH:18][C:19]=2[N+:20]([O-])=O)[C:13]([OH:15])=[O:14])=[CH:6][CH:5]=1. Product: [Br:3][C:4]1[CH:9]=[C:8]2[C:7](=[CH:6][CH:5]=1)[N:10]=[C:11]1[C:19]([CH:18]=[CH:17][CH:16]=[C:12]1[C:13]([OH:15])=[O:14])=[N:20]2. The catalyst class is: 74. (8) Reactant: [F:1][C:2]1[CH:7]=[C:6]([C:8]2[N:9]([CH2:22][CH2:23][O:24][CH3:25])[C:10]([S:20][CH3:21])=[N:11][C:12]=2[C:13]2[CH:18]=[CH:17][C:16]([F:19])=[CH:15][CH:14]=2)[CH:5]=[CH:4][N:3]=1.OO.N.C(OCC)(=[O:31])C. Product: [F:1][C:2]1[CH:7]=[C:6]([C:8]2[N:9]([CH2:22][CH2:23][O:24][CH3:25])[C:10]([S:20]([CH3:21])=[O:31])=[N:11][C:12]=2[C:13]2[CH:14]=[CH:15][C:16]([F:19])=[CH:17][CH:18]=2)[CH:5]=[CH:4][N:3]=1. The catalyst class is: 15. (9) Reactant: [C:1]([CH2:4][CH2:5][CH2:6][CH2:7][CH2:8][CH2:9][CH2:10][CH2:11][NH:12][C:13]1[CH:18]=[CH:17][CH:16]=[CH:15][C:14]=1[S:19]([NH:22][C:23]([C@@:25]1([NH:30][C:31]([C@H:33]2[NH:37][CH2:36][C@H:35]([O:38][C:39]([N:41]3[CH2:49][C:48]4[C:43](=[CH:44][CH:45]=[CH:46][C:47]=4[F:50])[CH2:42]3)=[O:40])[CH2:34]2)=[O:32])[CH2:27][C@H:26]1[CH:28]=[CH2:29])=[O:24])(=[O:21])=[O:20])([OH:3])=O.[CH3:51]CN(C(C)C)C(C)C.C[N:61]([C:63]([O:67]N1N=NC2C=CC=NC1=2)=[N+](C)C)C.F[P-](F)(F)(F)(F)F. Product: [C:63](=[N:61][C@:26]1([CH:25]2[NH:30][C:31](=[O:32])[C@H:33]3[N:37]([CH2:36][C@H:35]([O:38][C:39]([N:41]4[CH2:49][C:48]5[C:43](=[CH:44][CH:45]=[CH:46][C:47]=5[F:50])[CH2:42]4)=[O:40])[CH2:34]3)[C:1](=[O:3])[CH2:4][CH2:5][CH2:6][CH2:7][CH2:8][CH2:9][CH2:10][CH2:11][NH:12][C:13]3[C:14](=[CH:15][CH:16]=[CH:17][CH:18]=3)[S:19](=[O:20])(=[O:21])[NH:22][C:23]2=[O:24])[CH2:27][C@H:28]1[CH:29]=[CH2:51])=[O:67]. The catalyst class is: 59.